From a dataset of Reaction yield outcomes from USPTO patents with 853,638 reactions. Predict the reaction yield, written as a fraction of the theoretical maximum amount of product (1.0 means a 100% yield; for example, 0.34 means a 34% yield). (1) The reactants are [Cl:1][C:2]1[CH:3]=[C:4]([S:9][C:10]2[NH:11][C:12]3[C:17]([N:18]=2)=[C:16]([NH2:19])[N:15]=[C:14]([F:20])[N:13]=3)[CH:5]=[C:6]([Cl:8])[CH:7]=1.C([O-])([O-])=O.[Cs+].[Cs+].[Br:27][CH2:28][CH2:29][CH2:30]Br. The catalyst is CN(C=O)C. The product is [Br:27][CH2:28][CH2:29][CH2:30][N:11]1[C:10]([S:9][C:4]2[CH:3]=[C:2]([Cl:1])[CH:7]=[C:6]([Cl:8])[CH:5]=2)=[N:18][C:17]2[C:12]1=[N:13][C:14]([F:20])=[N:15][C:16]=2[NH2:19]. The yield is 0.250. (2) The reactants are I[C:2]1[CH:3]=[CH:4][C:5]([N:10]2[CH2:15][CH2:14][N:13]([CH3:16])[CH2:12][CH2:11]2)=[N:6][C:7]=1[O:8][CH3:9].[NH2:17][C:18]1[CH:19]=[C:20]([SH:24])[CH:21]=[CH:22][CH:23]=1.C([O-])([O-])=O.[K+].[K+].CC1C=CC2C=CC3C=CC(C)=NC=3C=2N=1. The catalyst is CN(C=O)C.[Cu]I. The product is [CH3:9][O:8][C:7]1[C:2]([S:24][C:20]2[CH:19]=[C:18]([CH:23]=[CH:22][CH:21]=2)[NH2:17])=[CH:3][CH:4]=[C:5]([N:10]2[CH2:15][CH2:14][N:13]([CH3:16])[CH2:12][CH2:11]2)[N:6]=1. The yield is 0.600.